From a dataset of Peptide-MHC class I binding affinity with 185,985 pairs from IEDB/IMGT. Regression. Given a peptide amino acid sequence and an MHC pseudo amino acid sequence, predict their binding affinity value. This is MHC class I binding data. (1) The peptide sequence is VMRQQCCQQL. The MHC is HLA-B08:01 with pseudo-sequence HLA-B08:01. The binding affinity (normalized) is 0.530. (2) The peptide sequence is QYIKWPWYVW. The MHC is HLA-A26:01 with pseudo-sequence HLA-A26:01. The binding affinity (normalized) is 0. (3) The peptide sequence is HLRASTTENA. The MHC is HLA-A02:03 with pseudo-sequence HLA-A02:03. The binding affinity (normalized) is 0.664. (4) The peptide sequence is NLVIGFLFLA. The MHC is HLA-A02:02 with pseudo-sequence HLA-A02:02. The binding affinity (normalized) is 0.835. (5) The peptide sequence is EMKYALINLV. The MHC is HLA-A02:01 with pseudo-sequence HLA-A02:01. The binding affinity (normalized) is 0.177. (6) The peptide sequence is MIAGVLFTFV. The MHC is HLA-A02:03 with pseudo-sequence HLA-A02:03. The binding affinity (normalized) is 0.943. (7) The peptide sequence is RLKPVGSAY. The MHC is HLA-B58:01 with pseudo-sequence HLA-B58:01. The binding affinity (normalized) is 0.0847. (8) The peptide sequence is KEAIVIWGQV. The MHC is H-2-Kk with pseudo-sequence H-2-Kk. The binding affinity (normalized) is 0.164. (9) The peptide sequence is VSSKKCTAL. The binding affinity (normalized) is 0.0847. The MHC is HLA-A26:01 with pseudo-sequence HLA-A26:01. (10) The peptide sequence is FWLMVYEGL. The MHC is HLA-A02:19 with pseudo-sequence HLA-A02:19. The binding affinity (normalized) is 0.0847.